This data is from Full USPTO retrosynthesis dataset with 1.9M reactions from patents (1976-2016). The task is: Predict the reactants needed to synthesize the given product. (1) The reactants are: [CH3:1][N:2]([CH3:12])[C@H:3]([C:9]([OH:11])=[O:10])[CH2:4][CH2:5][C:6]([OH:8])=[O:7].[S:13](=[O:17])(=[O:16])([OH:15])[OH:14]. Given the product [S:13]([OH:17])([OH:16])(=[O:15])=[O:14].[CH3:12][N:2]([CH3:1])[C@H:3]([C:9]([OH:11])=[O:10])[CH2:4][CH2:5][C:6]([OH:8])=[O:7], predict the reactants needed to synthesize it. (2) Given the product [NH2:5][C@H:6]([C:7]([N:9]1[CH2:13][CH2:12][CH2:11][C@H:10]1[C:15]([OH:17])=[O:16])=[O:8])[CH3:25].[CH3:25][N:26]1[C@@H:43]2[CH2:44][C:31]3[CH:32]=[CH:33][C:34]([O:45][CH3:46])=[C:35]4[O:36][C@H:37]5[C:38]([CH2:40][CH2:41][C@@H:42]2[C@:29]5([C:30]=34)[CH2:28][CH2:27]1)=[O:39], predict the reactants needed to synthesize it. The reactants are: N(C(OC(C)(C)C)=O)CC([NH:5][CH2:6][C:7]([NH:9][C@H:10]([C:15]([OH:17])=[O:16])[CH2:11][CH:12](C)[CH3:13])=[O:8])=O.[CH3:25][N:26]1[C@@H:43]2[CH2:44][C:31]3[CH:32]=[CH:33][C:34]([O:45][CH3:46])=[C:35]4[O:36][C@H:37]5[C:38]([CH2:40][CH2:41][C@@H:42]2[C@:29]5([C:30]=34)[CH2:28][CH2:27]1)=[O:39].Cl. (3) Given the product [CH:21]1([C:13]2[CH:12]=[C:11]([C:9](=[O:10])[C:8]([C:4]3[CH:5]=[CH:6][CH:7]=[C:2]([C:36]#[C:35][Si:28]([CH:25]([CH3:27])[CH3:26])([CH:32]([CH3:34])[CH3:33])[CH:29]([CH3:31])[CH3:30])[CH:3]=3)=[O:24])[CH:16]=[CH:15][C:14]=2[O:17][CH:18]([F:20])[F:19])[CH2:23][CH2:22]1, predict the reactants needed to synthesize it. The reactants are: Br[C:2]1[CH:3]=[C:4]([C:8](=[O:24])[C:9]([C:11]2[CH:16]=[CH:15][C:14]([O:17][CH:18]([F:20])[F:19])=[C:13]([CH:21]3[CH2:23][CH2:22]3)[CH:12]=2)=[O:10])[CH:5]=[CH:6][CH:7]=1.[CH:25]([Si:28]([C:35]#[CH:36])([CH:32]([CH3:34])[CH3:33])[CH:29]([CH3:31])[CH3:30])([CH3:27])[CH3:26].[Al]. (4) Given the product [CH3:1][N:6]1[C:5](=[O:10])[C:4]([CH3:11])([CH3:3])[NH:8][C:7]1=[O:9], predict the reactants needed to synthesize it. The reactants are: [CH3:1]I.[CH3:3][C:4]1([CH3:11])[NH:8][C:7](=[O:9])[NH:6][C:5]1=[O:10].[OH-].[Na+].